Dataset: Catalyst prediction with 721,799 reactions and 888 catalyst types from USPTO. Task: Predict which catalyst facilitates the given reaction. Reactant: [I:1][C:2]1[CH:11]=[CH:10][C:5]([O:6][CH2:7][CH2:8][NH2:9])=[CH:4][CH:3]=1.C/C(/O[Si](C)(C)C)=N\[Si](C)(C)C.[N+:24]([C:27]1[CH:32]=[CH:31][C:30]([C@@H:33]2[CH2:35][O:34]2)=[CH:29][CH:28]=1)([O-:26])=[O:25]. Product: [I:1][C:2]1[CH:11]=[CH:10][C:5]([O:6][CH2:7][CH2:8][NH:9][CH2:35][C@@H:33]([C:30]2[CH:29]=[CH:28][C:27]([N+:24]([O-:26])=[O:25])=[CH:32][CH:31]=2)[OH:34])=[CH:4][CH:3]=1. The catalyst class is: 16.